Dataset: Peptide-MHC class I binding affinity with 185,985 pairs from IEDB/IMGT. Task: Regression. Given a peptide amino acid sequence and an MHC pseudo amino acid sequence, predict their binding affinity value. This is MHC class I binding data. The peptide sequence is NFWLNTLLF. The MHC is HLA-A31:01 with pseudo-sequence HLA-A31:01. The binding affinity (normalized) is 0.0847.